This data is from Catalyst prediction with 721,799 reactions and 888 catalyst types from USPTO. The task is: Predict which catalyst facilitates the given reaction. (1) Reactant: [CH2:1]([O:8][C@H:9]1[C@H:14]([O:15][CH2:16][C:17]2[CH:22]=[CH:21][CH:20]=[CH:19][CH:18]=2)[C@@H:13]([O:23][CH2:24][C:25]2[CH:30]=[CH:29][CH:28]=[CH:27][CH:26]=2)[CH:12]([C:31]2[CH:39]=[C:38]([CH2:40][C:41]3[CH:46]=[CH:45][C:44]([O:47][CH3:48])=[CH:43][CH:42]=3)[C:37](Br)=[C:36]3[C:32]=2[CH2:33][CH2:34][CH2:35]3)[O:11][C@@H:10]1[CH2:50][O:51][CH2:52][C:53]1[CH:58]=[CH:57][CH:56]=[CH:55][CH:54]=1)[C:2]1[CH:7]=[CH:6][CH:5]=[CH:4][CH:3]=1.[Li][CH2:60]CCC.IC. Product: [CH2:1]([O:8][C@H:9]1[C@H:14]([O:15][CH2:16][C:17]2[CH:22]=[CH:21][CH:20]=[CH:19][CH:18]=2)[C@@H:13]([O:23][CH2:24][C:25]2[CH:30]=[CH:29][CH:28]=[CH:27][CH:26]=2)[CH:12]([C:31]2[CH:39]=[C:38]([CH2:40][C:41]3[CH:46]=[CH:45][C:44]([O:47][CH3:48])=[CH:43][CH:42]=3)[C:37]([CH3:60])=[C:36]3[C:32]=2[CH2:33][CH2:34][CH2:35]3)[O:11][C@@H:10]1[CH2:50][O:51][CH2:52][C:53]1[CH:58]=[CH:57][CH:56]=[CH:55][CH:54]=1)[C:2]1[CH:7]=[CH:6][CH:5]=[CH:4][CH:3]=1. The catalyst class is: 1. (2) Product: [Br:19][C:7]1[C:2]([Cl:1])=[N:3][C:4]([O:10][CH3:11])=[N:5][C:6]=1[O:8][CH3:9]. Reactant: [Cl:1][C:2]1[CH:7]=[C:6]([O:8][CH3:9])[N:5]=[C:4]([O:10][CH3:11])[N:3]=1.C([O-])(O)=O.[Na+].CO.[Br:19]Br. The catalyst class is: 6.